Task: Binary Classification. Given a drug SMILES string, predict its activity (active/inactive) in a high-throughput screening assay against a specified biological target.. Dataset: Cav3 T-type calcium channel HTS with 100,875 compounds (1) The drug is S(=O)(=O)(N1CCOCC1)c1ccc(NC(=O)COC(=O)c2c(oc(c2)C)C)cc1. The result is 0 (inactive). (2) The compound is S(=O)(=O)(N(c1ccc(cc1)C)C)c1cc(ccc1)C(=O)NC=1SCCN1. The result is 0 (inactive). (3) The result is 0 (inactive). The drug is S1(=O)(=O)CC(NC(=O)c2ccc(OC(C)C)cc2)CC1.